From a dataset of Catalyst prediction with 721,799 reactions and 888 catalyst types from USPTO. Predict which catalyst facilitates the given reaction. (1) Reactant: [C:1]([O:5][C:6]([N:8]1[CH2:13][CH2:12][CH:11]([CH2:14][NH:15][C:16]2[CH:21]=[CH:20][C:19]([Cl:22])=[CH:18][CH:17]=2)[CH2:10][CH2:9]1)=[O:7])([CH3:4])([CH3:3])[CH3:2].C(N(CC)CC)C.[C:30](Cl)(=[O:33])[CH2:31][CH3:32].O. Product: [C:1]([O:5][C:6]([N:8]1[CH2:9][CH2:10][CH:11]([CH2:14][N:15]([C:16]2[CH:21]=[CH:20][C:19]([Cl:22])=[CH:18][CH:17]=2)[C:30](=[O:33])[CH2:31][CH3:32])[CH2:12][CH2:13]1)=[O:7])([CH3:4])([CH3:2])[CH3:3]. The catalyst class is: 4. (2) Reactant: [Cl:1][C:2]1[C:3]2[C:10]([I:11])=[CH:9][NH:8][C:4]=2[N:5]=[CH:6][N:7]=1.[O:12]1[C:16]2([CH2:21][CH2:20][CH:19](O)[CH2:18][CH2:17]2)[O:15][CH2:14][CH2:13]1.C1(P(C2C=CC=CC=2)C2C=CC=CC=2)C=CC=CC=1.CCOC(/N=N/C(OCC)=O)=O. Product: [Cl:1][C:2]1[C:3]2[C:10]([I:11])=[CH:9][N:8]([CH:19]3[CH2:20][CH2:21][C:16]4([O:15][CH2:14][CH2:13][O:12]4)[CH2:17][CH2:18]3)[C:4]=2[N:5]=[CH:6][N:7]=1. The catalyst class is: 1. (3) Reactant: [C:1]([O:5][C:6](=[O:45])[NH:7][C:8]1[C:9]([NH:19][C:20](=[O:44])[C:21]2[CH:26]=[CH:25][C:24]([C:27]([F:43])([F:42])[C:28]([NH:30][NH:31][C:32](=[O:41])[C:33]3[CH:38]=[CH:37][CH:36]=[CH:35][C:34]=3[O:39][CH3:40])=O)=[CH:23][CH:22]=2)=[N:10][N:11]([C:13]2[CH:18]=[CH:17][CH:16]=[CH:15][CH:14]=2)[CH:12]=1)([CH3:4])([CH3:3])[CH3:2].CC[N+](S(N=C(OC)[O-])(=O)=O)(CC)CC. Product: [F:42][C:27]([F:43])([C:28]1[O:41][C:32]([C:33]2[CH:38]=[CH:37][CH:36]=[CH:35][C:34]=2[O:39][CH3:40])=[N:31][N:30]=1)[C:24]1[CH:23]=[CH:22][C:21]([C:20]([NH:19][C:9]2[C:8]([NH:7][C:6](=[O:45])[O:5][C:1]([CH3:3])([CH3:2])[CH3:4])=[CH:12][N:11]([C:13]3[CH:18]=[CH:17][CH:16]=[CH:15][CH:14]=3)[N:10]=2)=[O:44])=[CH:26][CH:25]=1. The catalyst class is: 1. (4) Reactant: [CH3:1][C:2]([CH3:68])([CH3:67])[O:3][C:4](=[O:66])[NH:5][CH2:6][CH2:7][O:8][CH2:9][CH2:10][O:11][C:12](=[O:65])[NH:13][CH2:14][CH2:15][O:16][CH2:17][CH2:18][O:19][C:20](=[O:64])[NH:21][CH2:22][CH2:23][O:24][CH2:25][CH2:26][O:27][C:28](=[O:63])[NH:29][CH2:30][CH2:31][O:32][CH2:33][CH2:34][O:35][C:36](=[O:62])[NH:37][CH2:38][CH2:39][O:40][CH2:41][CH2:42][O:43][C:44](=[O:61])[NH:45][CH2:46][CH2:47][O:48][CH2:49][CH2:50][O:51][C:52](=[O:60])[NH:53][CH2:54][C:55]([O:57]CC)=[O:56].[OH-].[Li+]. Product: [CH3:1][C:2]([CH3:68])([CH3:67])[O:3][C:4](=[O:66])[NH:5][CH2:6][CH2:7][O:8][CH2:9][CH2:10][O:11][C:12](=[O:65])[NH:13][CH2:14][CH2:15][O:16][CH2:17][CH2:18][O:19][C:20](=[O:64])[NH:21][CH2:22][CH2:23][O:24][CH2:25][CH2:26][O:27][C:28](=[O:63])[NH:29][CH2:30][CH2:31][O:32][CH2:33][CH2:34][O:35][C:36](=[O:62])[NH:37][CH2:38][CH2:39][O:40][CH2:41][CH2:42][O:43][C:44](=[O:61])[NH:45][CH2:46][CH2:47][O:48][CH2:49][CH2:50][O:51][C:52](=[O:60])[NH:53][CH2:54][C:55]([OH:57])=[O:56]. The catalyst class is: 1. (5) Reactant: [F:1][C:2]([F:16])([F:15])[C:3]1[N:8]=[CH:7][C:6]([SH-:9]C(=S)OCC)=[CH:5][CH:4]=1. Product: [F:16][C:2]([F:1])([F:15])[C:3]1[N:8]=[CH:7][C:6]([SH:9])=[CH:5][CH:4]=1. The catalyst class is: 494. (6) Reactant: [CH3:1][C:2]1[C:3]([N:8]([CH2:25][O:26][CH2:27][CH2:28][O:29][CH3:30])[S:9]([C:12]2[S:13][CH:14]=[CH:15][C:16]=2[C:17]2[CH:22]=[CH:21][C:20]([CH2:23]O)=[CH:19][CH:18]=2)(=[O:11])=[O:10])=[N:4][O:5][C:6]=1[CH3:7].C(N(C(C)C)C(C)C)C.[CH3:40][S:41](Cl)(=[O:43])=[O:42]. Product: [CH3:1][C:2]1[C:3]([N:8]([CH2:25][O:26][CH2:27][CH2:28][O:29][CH3:30])[S:9]([C:12]2[S:13][CH:14]=[CH:15][C:16]=2[C:17]2[CH:22]=[CH:21][C:20]([S:41]([CH3:40])(=[O:43])=[O:42])=[CH:23][C:18]=2[CH3:19])(=[O:10])=[O:11])=[N:4][O:5][C:6]=1[CH3:7]. The catalyst class is: 4.